Dataset: Full USPTO retrosynthesis dataset with 1.9M reactions from patents (1976-2016). Task: Predict the reactants needed to synthesize the given product. (1) Given the product [Br:1][C:2]1[C:15](=[O:16])[N:14]([CH2:17][CH:18]2[CH2:23][CH2:22][N:21]([C:24]([O:26][C:27]([CH3:30])([CH3:29])[CH3:28])=[O:25])[CH2:20][CH2:19]2)[C:5]2[N:6]=[C:7]([NH:34][CH2:32][CH3:33])[N:8]=[CH:9][C:4]=2[CH:3]=1, predict the reactants needed to synthesize it. The reactants are: [Br:1][C:2]1[C:15](=[O:16])[N:14]([CH2:17][CH:18]2[CH2:23][CH2:22][N:21]([C:24]([O:26][C:27]([CH3:30])([CH3:29])[CH3:28])=[O:25])[CH2:20][CH2:19]2)[C:5]2[N:6]=[C:7](S(C)(=O)=O)[N:8]=[CH:9][C:4]=2[CH:3]=1.Cl.[CH2:32]([NH2:34])[CH3:33].CCN(C(C)C)C(C)C. (2) The reactants are: [OH:1][CH2:2][CH2:3][CH2:4][CH2:5][CH2:6][CH2:7][O:8][C:9]1[C:16]([O:17][CH3:18])=[CH:15][C:12]([CH:13]=O)=[CH:11][C:10]=1[O:19][CH3:20].[CH3:21][O:22][C:23]1[CH:24]=[C:25]([CH2:31][C:32]#[N:33])[CH:26]=[CH:27][C:28]=1[O:29][CH3:30]. Given the product [CH3:21][O:22][C:23]1[CH:24]=[C:25](/[C:31](=[CH:13]/[C:12]2[CH:15]=[C:16]([O:17][CH3:18])[C:9]([O:8][CH2:7][CH2:6][CH2:5][CH2:4][CH2:3][CH2:2][OH:1])=[C:10]([O:19][CH3:20])[CH:11]=2)/[C:32]#[N:33])[CH:26]=[CH:27][C:28]=1[O:29][CH3:30], predict the reactants needed to synthesize it.